From a dataset of Peptide-MHC class I binding affinity with 185,985 pairs from IEDB/IMGT. Regression. Given a peptide amino acid sequence and an MHC pseudo amino acid sequence, predict their binding affinity value. This is MHC class I binding data. (1) The peptide sequence is YPIYGLQFH. The MHC is HLA-A25:01 with pseudo-sequence HLA-A25:01. The binding affinity (normalized) is 0.0847. (2) The binding affinity (normalized) is 0.0847. The peptide sequence is FEADPLSPQ. The MHC is HLA-A02:19 with pseudo-sequence HLA-A02:19. (3) The peptide sequence is WAIQCYTGV. The MHC is HLA-B18:01 with pseudo-sequence HLA-B18:01. The binding affinity (normalized) is 0.0847. (4) The peptide sequence is LPCRIKQII. The MHC is HLA-B57:01 with pseudo-sequence HLA-B57:01. The binding affinity (normalized) is 0.0349.